Dataset: Reaction yield outcomes from USPTO patents with 853,638 reactions. Task: Predict the reaction yield, written as a fraction of the theoretical maximum amount of product (1.0 means a 100% yield; for example, 0.34 means a 34% yield). (1) The reactants are Br[C:2]1[C:11]2[C:6](=[CH:7][CH:8]=[CH:9][CH:10]=2)[CH:5]=[CH:4][C:3]=1[CH3:12].[CH3:13][O:14][C:15](=[O:45])[CH2:16][C@H:17]1[C:21]2[CH:22]=[CH:23][C:24]([O:26][C@H:27]3[C:35]4[C:30](=[C:31](B5OC(C)(C)C(C)(C)O5)[CH:32]=[CH:33][CH:34]=4)[CH2:29][CH2:28]3)=[CH:25][C:20]=2[O:19][CH2:18]1. No catalyst specified. The product is [CH3:13][O:14][C:15](=[O:45])[CH2:16][C@H:17]1[C:21]2[CH:22]=[CH:23][C:24]([O:26][C@H:27]3[C:35]4[C:30](=[C:31]([C:2]5[C:11]6[C:6](=[CH:7][CH:8]=[CH:9][CH:10]=6)[CH:5]=[CH:4][C:3]=5[CH3:12])[CH:32]=[CH:33][CH:34]=4)[CH2:29][CH2:28]3)=[CH:25][C:20]=2[O:19][CH2:18]1. The yield is 0.770. (2) The catalyst is C(#N)C. The product is [N:1]([CH2:6][C:7]([C:9]1[CH:10]=[CH:11][C:12]2[N:16]=[C:15]([C@@H:17]3[CH2:21][CH2:20][CH2:19][N:18]3[C:22]([O:24][C:25]([CH3:28])([CH3:27])[CH3:26])=[O:23])[NH:14][C:13]=2[CH:29]=1)=[O:8])=[N+:2]=[N-:3]. The yield is 0.480. The reactants are [N-:1]=[N+:2]=[N-:3].[Na+].Cl[CH2:6][C:7]([C:9]1[CH:10]=[CH:11][C:12]2[N:16]=[C:15]([C@@H:17]3[CH2:21][CH2:20][CH2:19][N:18]3[C:22]([O:24][C:25]([CH3:28])([CH3:27])[CH3:26])=[O:23])[NH:14][C:13]=2[CH:29]=1)=[O:8]. (3) The reactants are [CH:1]1([N:7]([CH:18]2[CH2:23][CH2:22][CH2:21][CH2:20][CH2:19]2)[C:8]([NH:10][C:11]2[S:12][C:13]([CH:16]=O)=[CH:14][N:15]=2)=[O:9])[CH2:6][CH2:5][CH2:4][CH2:3][CH2:2]1.Cl.[CH2:25]([O:32][C:33]([C@H:35]1[CH2:39][CH2:38][CH2:37][NH:36]1)=[O:34])[C:26]1[CH:31]=[CH:30][CH:29]=[CH:28][CH:27]=1.C(O[BH-](OC(=O)C)OC(=O)C)(=O)C.[Na+]. No catalyst specified. The product is [CH2:25]([O:32][C:33]([C@H:35]1[CH2:39][CH2:38][CH2:37][N:36]1[CH2:16][C:13]1[S:12][C:11]([NH:10][C:8]([N:7]([CH:1]2[CH2:6][CH2:5][CH2:4][CH2:3][CH2:2]2)[CH:18]2[CH2:19][CH2:20][CH2:21][CH2:22][CH2:23]2)=[O:9])=[N:15][CH:14]=1)=[O:34])[C:26]1[CH:27]=[CH:28][CH:29]=[CH:30][CH:31]=1. The yield is 0.780. (4) The reactants are Cl[C:2]([O:4][C:5]1[CH:10]=[CH:9][CH:8]=[CH:7][CH:6]=1)=[O:3].[CH2:11]([O:18][C:19]1[CH:20]=[C:21]([CH:23]=[CH:24][CH:25]=1)[NH2:22])[C:12]1[CH:17]=[CH:16][CH:15]=[CH:14][CH:13]=1.N1C=CC=CC=1.C(OCC)(=O)C. The catalyst is C1COCC1.CN(C=O)C. The product is [CH2:11]([O:18][C:19]1[CH:25]=[CH:24][CH:23]=[C:21]([NH:22][C:2]([O:4][C:5]2[CH:10]=[CH:9][CH:8]=[CH:7][CH:6]=2)=[O:3])[CH:20]=1)[C:12]1[CH:13]=[CH:14][CH:15]=[CH:16][CH:17]=1. The yield is 0.730. (5) The reactants are Br[CH:2]1[CH2:5][C:4]2([O:9][CH2:8][CH2:7][O:6]2)[CH2:3]1.[I:10][C:11]1[CH:12]=[N:13][NH:14][CH:15]=1.C([O-])([O-])=O.[K+].[K+].C1OCCOCCOCCOCCOCCOC1. The catalyst is CN(C=O)C.C(OCC)(=O)C. The product is [CH2:3]1[C:4]2([O:9][CH2:8][CH2:7][O:6]2)[CH2:5][CH:2]1[N:13]1[CH:12]=[C:11]([I:10])[CH:15]=[N:14]1. The yield is 0.290. (6) The yield is 0.350. The catalyst is ClCCl. The product is [ClH:5].[OH:24][CH:21]1[C:8]2([CH2:13][CH2:12][NH:11][CH2:10][CH2:9]2)[CH2:7][O:23][CH2:22]1. The reactants are CS([Cl:5])(=O)=O.O[CH2:7][C:8]1([CH:21]([OH:24])[CH2:22][OH:23])[CH2:13][CH2:12][N:11](C(OC(C)(C)C)=O)[CH2:10][CH2:9]1.C(N(CC)CC)C.O.